From a dataset of Reaction yield outcomes from USPTO patents with 853,638 reactions. Predict the reaction yield, written as a fraction of the theoretical maximum amount of product (1.0 means a 100% yield; for example, 0.34 means a 34% yield). (1) The reactants are Cl[C:2]1[N:7]=[CH:6][C:5]([CH2:8][O:9][C:10]2[CH:11]=[N:12][C:13]([N:16]3[CH2:21][CH2:20][N:19]([C:22]([O:24][C:25]([CH3:28])([CH3:27])[CH3:26])=[O:23])[CH2:18][CH2:17]3)=[N:14][CH:15]=2)=[CH:4][N:3]=1.[NH3:29]. No catalyst specified. The product is [NH2:29][C:2]1[N:7]=[CH:6][C:5]([CH2:8][O:9][C:10]2[CH:11]=[N:12][C:13]([N:16]3[CH2:21][CH2:20][N:19]([C:22]([O:24][C:25]([CH3:28])([CH3:27])[CH3:26])=[O:23])[CH2:18][CH2:17]3)=[N:14][CH:15]=2)=[CH:4][N:3]=1. The yield is 1.00. (2) The reactants are [CH2:1]([O:8][C:9]1[CH:14]=[CH:13][C:12]([C:15]2[CH:16]=[C:17]([C:31]([OH:33])=O)[C:18]3[C:23]([CH3:24])=[N:22][N:21]([CH:25]4[CH2:30][CH2:29][CH2:28][CH2:27][O:26]4)[C:19]=3[N:20]=2)=[C:11]([F:34])[CH:10]=1)[C:2]1[CH:7]=[CH:6][CH:5]=[CH:4][CH:3]=1.CCN(C(C)C)C(C)C.[C:44]([O:48][C:49]([N:51]1[CH2:56][CH2:55][NH:54][CH:53]([C:57]2[CH:62]=[CH:61][CH:60]=[CH:59][CH:58]=2)[CH2:52]1)=[O:50])([CH3:47])([CH3:46])[CH3:45]. The catalyst is C(Cl)Cl.O. The product is [C:44]([O:48][C:49]([N:51]1[CH2:56][CH2:55][N:54]([C:31]([C:17]2[C:18]3[C:23]([CH3:24])=[N:22][N:21]([CH:25]4[CH2:30][CH2:29][CH2:28][CH2:27][O:26]4)[C:19]=3[N:20]=[C:15]([C:12]3[CH:13]=[CH:14][C:9]([O:8][CH2:1][C:2]4[CH:3]=[CH:4][CH:5]=[CH:6][CH:7]=4)=[CH:10][C:11]=3[F:34])[CH:16]=2)=[O:33])[CH:53]([C:57]2[CH:62]=[CH:61][CH:60]=[CH:59][CH:58]=2)[CH2:52]1)=[O:50])([CH3:47])([CH3:45])[CH3:46]. The yield is 1.00. (3) The reactants are Cl.Cl.[NH2:3][CH2:4][C@@:5]1([OH:13])[CH:10]2[CH2:11][CH2:12][N:7]([CH2:8][CH2:9]2)[CH2:6]1.C([O-])([O-])=O.[Cs+].[Cs+].[N:20]([C:23]1[CH:28]=[C:27]([C:29]2[CH:34]=[CH:33][N:32]=[CH:31][CH:30]=2)[N:26]=[CH:25][N:24]=1)=[C:21]=S.C(N=C=NC(C)C)(C)C. The catalyst is CN(C)C=O. The product is [N:32]1[CH:31]=[CH:30][C:29]([C:27]2[N:26]=[CH:25][N:24]=[C:23]([NH:20][C:21]3[O:13][C@:5]4([CH2:4][N:3]=3)[CH:10]3[CH2:9][CH2:8][N:7]([CH2:12][CH2:11]3)[CH2:6]4)[CH:28]=2)=[CH:34][CH:33]=1. The yield is 0.160. (4) The reactants are [Cl:1][C:2]1[CH:10]=[C:9](I)[C:5]2[O:6][CH2:7][O:8][C:4]=2[C:3]=1[NH2:12].[CH3:13][NH:14][C:15]([NH:17][CH2:18][C:19]#[CH:20])=[O:16].C(NC(C)C)(C)C. The catalyst is C(OCC)(=O)C.[Pd](Cl)Cl.C1(P(C2C=CC=CC=2)C2C=CC=CC=2)C=CC=CC=1.C1(P(C2C=CC=CC=2)C2C=CC=CC=2)C=CC=CC=1.[Cu]I. The product is [NH2:12][C:3]1[C:4]2[O:8][CH2:7][O:6][C:5]=2[C:9]([C:20]#[C:19][CH2:18][NH:17][C:15]([NH:14][CH3:13])=[O:16])=[CH:10][C:2]=1[Cl:1]. The yield is 0.370. (5) The reactants are [Br:1][C:2]1[CH:7]=[CH:6][C:5]([CH2:8][CH2:9]I)=[CH:4][CH:3]=1.[CH2:11]([O:13][C:14](=[O:21])[CH:15]([S:17]([CH3:20])(=[O:19])=[O:18])[CH3:16])[CH3:12].C([O-])([O-])=O.[Cs+].[Cs+].O. The catalyst is CN(C=O)C. The product is [Br:1][C:2]1[CH:7]=[CH:6][C:5]([CH2:8][CH2:9][C:15]([CH3:16])([S:17]([CH3:20])(=[O:18])=[O:19])[C:14]([O:13][CH2:11][CH3:12])=[O:21])=[CH:4][CH:3]=1. The yield is 0.720. (6) The reactants are [Cl:1][C:2]1[C:10]2[N:9]=[C:8]([NH:11][C:12]3[C:17]([CH3:18])=[CH:16][C:15]([Cl:19])=[CH:14][C:13]=3[O:20][CH3:21])[N:7]([CH2:22][C:23](OC(C)C)=[O:24])[C:6]=2[C:5]([CH:29]([CH2:32][CH3:33])[CH2:30][CH3:31])=[CH:4][CH:3]=1.[BH4-].[Li+]. The catalyst is O1CCCC1.O. The product is [Cl:1][C:2]1[C:10]2[N:9]=[C:8]([NH:11][C:12]3[C:17]([CH3:18])=[CH:16][C:15]([Cl:19])=[CH:14][C:13]=3[O:20][CH3:21])[N:7]([CH2:22][CH2:23][OH:24])[C:6]=2[C:5]([CH:29]([CH2:32][CH3:33])[CH2:30][CH3:31])=[CH:4][CH:3]=1. The yield is 0.623. (7) The reactants are C([O:4][CH2:5][C@H:6]1[CH2:11][C@@H:10]([O:12]C(=O)C)[CH2:9][CH2:8][C@@:7]1([C@H:17]1[CH2:25][CH2:24][C@@:23]2([CH3:26])[C@@H:19]([CH2:20][CH2:21][C@@:22]2([OH:32])[C:27]2[S:28][CH:29]=[CH:30][CH:31]=2)[C@@H:18]1[CH2:33][NH2:34])[CH3:16])(=O)C.C(=O)([O-])[O-].[K+].[K+]. The catalyst is CO. The product is [NH2:34][CH2:33][C@@H:18]1[C@@H:17]([C@@:7]2([CH3:16])[CH2:8][CH2:9][C@H:10]([OH:12])[CH2:11][C@@H:6]2[CH2:5][OH:4])[CH2:25][CH2:24][C@@:23]2([CH3:26])[C@H:19]1[CH2:20][CH2:21][C@:22]2([C:27]1[S:28][CH:29]=[CH:30][CH:31]=1)[OH:32]. The yield is 0.930.